The task is: Predict the reaction yield, written as a fraction of the theoretical maximum amount of product (1.0 means a 100% yield; for example, 0.34 means a 34% yield).. This data is from Reaction yield outcomes from USPTO patents with 853,638 reactions. The reactants are [Br:1][C:2]1[CH:3]=[C:4]([CH:8]=[C:9]([C:11]([F:14])([F:13])[F:12])[CH:10]=1)[C:5]([OH:7])=O.C(Cl)(=O)C(Cl)=O.[CH3:21][C@H:22]1[O:27][C@@H:26]([CH3:28])[CH2:25][NH:24][CH2:23]1. The catalyst is C(Cl)Cl.CN(C=O)C. The product is [Br:1][C:2]1[CH:3]=[C:4]([C:5]([N:24]2[CH2:23][C@@H:22]([CH3:21])[O:27][C@@H:26]([CH3:28])[CH2:25]2)=[O:7])[CH:8]=[C:9]([C:11]([F:14])([F:13])[F:12])[CH:10]=1. The yield is 0.780.